This data is from Tyrosyl-DNA phosphodiesterase HTS with 341,365 compounds. The task is: Binary Classification. Given a drug SMILES string, predict its activity (active/inactive) in a high-throughput screening assay against a specified biological target. (1) The molecule is O1CCN(C2(CCCCC2)CNC(=O)c2ccc(cc2)C)CC1. The result is 0 (inactive). (2) The drug is OC(=O)CCCCCCCC\C=C/CCCCCCC. The result is 0 (inactive). (3) The compound is O1CCC2(NC(=O)N(C2=O)CC(=O)c2ccc(NC(=O)CC)cc2)c2c1cccc2. The result is 0 (inactive). (4) The drug is S(=O)(=O)(NCCC(=O)Nc1ccc(OC)cc1)c1cc2CC(N(c2cc1)C(=O)C)C. The result is 0 (inactive). (5) The molecule is S=c1n(c(c2ccc(cc2)c2ccccc2)c[nH]1)CC. The result is 0 (inactive). (6) The result is 0 (inactive). The molecule is S(CC(=O)NC(=O)NC(C)(C)C)c1n(N)c(nn1)C.